From a dataset of Catalyst prediction with 721,799 reactions and 888 catalyst types from USPTO. Predict which catalyst facilitates the given reaction. (1) Reactant: [CH:1]1[C:9]2[C:8]3[CH:10]=[CH:11][CH:12]=[CH:13][C:7]=3[O:6][C:5]=2[C:4](B(O)O)=[CH:3][CH:2]=1.Cl[C:18]1[CH:23]=[C:22]([Cl:24])[CH:21]=[CH:20][N:19]=1.C(=O)([O-])[O-].[K+].[K+].C(COC)OC. Product: [Cl:24][C:22]1[CH:21]=[CH:20][N:19]=[C:18]([C:4]2[C:5]3[O:6][C:7]4[CH:13]=[CH:12][CH:11]=[CH:10][C:8]=4[C:9]=3[CH:1]=[CH:2][CH:3]=2)[CH:23]=1. The catalyst class is: 103. (2) Reactant: [NH2:1][C:2]1[C:7]([F:8])=[CH:6][C:5]([CH2:9][C:10]([O:12]CC)=[O:11])=[C:4]([F:15])[CH:3]=1.C(N(CC)CC)C.[CH3:23][C:24]1[CH:29]=[CH:28][CH:27]=[CH:26][C:25]=1[N:30]=[C:31]=[O:32]. Product: [CH3:23][C:24]1[CH:29]=[CH:28][CH:27]=[CH:26][C:25]=1[NH:30][C:31](=[O:32])[NH:1][C:2]1[C:7]([F:8])=[CH:6][C:5]([CH2:9][C:10]([OH:12])=[O:11])=[C:4]([F:15])[CH:3]=1. The catalyst class is: 3. (3) Reactant: N#N.C(OC(=O)[N:9]([C:26]1[N:27]=[C:28]([CH2:31][N:32]2[CH:36]=[CH:35][C:34]([C:37](=[O:39])[CH3:38])=[N:33]2)[O:29][CH:30]=1)[C:10]([C:12]1[N:13]=[C:14]([CH:23]2[CH2:25][CH2:24]2)[S:15][C:16]=1[C:17]1[CH:22]=[CH:21][CH:20]=[CH:19][CH:18]=1)=[O:11])(C)(C)C.FC(F)(F)C(O)=O. Product: [C:37]([C:34]1[CH:35]=[CH:36][N:32]([CH2:31][C:28]2[O:29][CH:30]=[C:26]([NH:9][C:10]([C:12]3[N:13]=[C:14]([CH:23]4[CH2:24][CH2:25]4)[S:15][C:16]=3[C:17]3[CH:18]=[CH:19][CH:20]=[CH:21][CH:22]=3)=[O:11])[N:27]=2)[N:33]=1)(=[O:39])[CH3:38]. The catalyst class is: 2. (4) Reactant: [Cl:1][C:2]1[C:6]([N:7]([CH2:15][CH3:16])[C:8](=[O:14])[CH2:9][CH2:10][C:11](=O)[CH3:12])=[CH:5][N:4]([C:17]2[CH:18]=[N:19][CH:20]=[CH:21][CH:22]=2)[N:3]=1.C([O-])(=O)C.[Na+].[NH2:28][OH:29].Cl. Product: [Cl:1][C:2]1[C:6]([N:7]([CH2:15][CH3:16])[C:8](=[O:14])[CH2:9][CH2:10]/[C:11](=[N:28]/[OH:29])/[CH3:12])=[CH:5][N:4]([C:17]2[CH:18]=[N:19][CH:20]=[CH:21][CH:22]=2)[N:3]=1. The catalyst class is: 249. (5) Reactant: [CH2:1]([N:4]([CH2:28][CH2:29][CH3:30])[CH2:5][CH2:6][CH2:7][CH2:8][C:9]1[CH2:17][C:16]2[C:11](=[CH:12][CH:13]=[C:14]([CH2:18][N:19]3C=C4C(C=CC=C4)=C3)[CH:15]=2)[CH:10]=1)[CH2:2][CH3:3].O.NN. Product: [NH2:19][CH2:18][C:14]1[CH:15]=[C:16]2[C:11]([CH:10]=[C:9]([CH2:8][CH2:7][CH2:6][CH2:5][N:4]([CH2:28][CH2:29][CH3:30])[CH2:1][CH2:2][CH3:3])[CH2:17]2)=[CH:12][CH:13]=1. The catalyst class is: 5. (6) Reactant: C(OC([NH:8][C@@H:9]1[CH2:11][C@H:10]1[C:12]1[CH:13]=[CH:14][C:15]([F:22])=[C:16]([CH:21]=1)[C:17]([O:19][CH3:20])=[O:18])=O)(C)(C)C.[ClH:23].CO. Product: [ClH:23].[NH2:8][C@@H:9]1[CH2:11][C@H:10]1[C:12]1[CH:13]=[CH:14][C:15]([F:22])=[C:16]([CH:21]=1)[C:17]([O:19][CH3:20])=[O:18]. The catalyst class is: 5. (7) Reactant: [OH:1][C:2]1[CH:3]=[C:4]([C:8]2[C:9]([C:14]#[N:15])=[CH:10][CH:11]=[CH:12][CH:13]=2)[CH:5]=[CH:6][CH:7]=1.N1C=CC=CC=1.[F:22][C:23]([F:36])([F:35])[S:24](O[S:24]([C:23]([F:36])([F:35])[F:22])(=[O:26])=[O:25])(=[O:26])=[O:25]. Product: [C:14]([C:9]1[CH:10]=[CH:11][CH:12]=[CH:13][C:8]=1[C:4]1[CH:5]=[CH:6][CH:7]=[C:2]([O:1][S:24]([C:23]([F:36])([F:35])[F:22])(=[O:26])=[O:25])[CH:3]=1)#[N:15]. The catalyst class is: 4. (8) Reactant: [I:1][C:2]1[CH:7]=[CH:6][C:5]([OH:8])=[CH:4][C:3]=1[N+:9]([O-:11])=[O:10].C(=O)([O-])[O-].[K+].[K+].[CH2:18](Br)[C:19]1[CH:24]=[CH:23][CH:22]=[CH:21][CH:20]=1.O. Product: [CH2:18]([O:8][C:5]1[CH:6]=[CH:7][C:2]([I:1])=[C:3]([N+:9]([O-:11])=[O:10])[CH:4]=1)[C:19]1[CH:24]=[CH:23][CH:22]=[CH:21][CH:20]=1. The catalyst class is: 21.